From a dataset of Forward reaction prediction with 1.9M reactions from USPTO patents (1976-2016). Predict the product of the given reaction. (1) Given the reactants [O:1]=[C:2]1[N:10]([CH2:11][CH2:12][CH3:13])[C:9]2[N:8]=[C:7]([C:14]34[CH2:21][CH2:20][C:17]([CH2:22][CH2:23][C:24](O)=[O:25])([CH2:18][CH2:19]3)[CH2:16][CH2:15]4)[NH:6][C:5]=2[C:4](=[O:27])[N:3]1[CH2:28][CH2:29][CH3:30], predict the reaction product. The product is: [OH:25][CH2:24][CH2:23][CH2:22][C:17]12[CH2:16][CH2:15][C:14]([C:7]3[NH:6][C:5]4[C:4](=[O:27])[N:3]([CH2:28][CH2:29][CH3:30])[C:2](=[O:1])[N:10]([CH2:11][CH2:12][CH3:13])[C:9]=4[N:8]=3)([CH2:21][CH2:20]1)[CH2:19][CH2:18]2. (2) Given the reactants [Si:1]([O:18][CH2:19][C:20]1[CH:29]=[CH:28][C:23]2[NH:24][C:25](=[O:27])[O:26][C:22]=2[CH:21]=1)([C:14]([CH3:17])([CH3:16])[CH3:15])([C:8]1[CH:13]=[CH:12][CH:11]=[CH:10][CH:9]=1)[C:2]1[CH:7]=[CH:6][CH:5]=[CH:4][CH:3]=1.C(=O)([O-])[O-].[K+].[K+].Br[CH2:37][CH2:38][OH:39].C(Cl)Cl, predict the reaction product. The product is: [Si:1]([O:18][CH2:19][C:20]1[CH:29]=[CH:28][C:23]2[N:24]([CH2:37][CH2:38][OH:39])[C:25](=[O:27])[O:26][C:22]=2[CH:21]=1)([C:14]([CH3:17])([CH3:15])[CH3:16])([C:8]1[CH:9]=[CH:10][CH:11]=[CH:12][CH:13]=1)[C:2]1[CH:7]=[CH:6][CH:5]=[CH:4][CH:3]=1. (3) The product is: [C:11]([NH:15][C:2]1[CH:7]=[CH:6][CH:5]=[CH:4][C:3]=1[N+:8]([O-:10])=[O:9])([CH3:14])([CH3:13])[CH3:12]. Given the reactants F[C:2]1[CH:7]=[CH:6][CH:5]=[CH:4][C:3]=1[N+:8]([O-:10])=[O:9].[C:11]([NH2:15])([CH3:14])([CH3:13])[CH3:12].[Cl-].[Na+], predict the reaction product.